From a dataset of Forward reaction prediction with 1.9M reactions from USPTO patents (1976-2016). Predict the product of the given reaction. (1) The product is: [C:20]([O:23][C:4]1[CH:5]=[N:6][C:7]([Cl:8])=[C:2]([Br:1])[CH:3]=1)(=[O:22])[CH3:21]. Given the reactants [Br:1][C:2]1[CH:3]=[C:4](N)[CH:5]=[N:6][C:7]=1[Cl:8].F[B-](F)(F)F.[H+].N([O-])=O.[Na+].[C:20]([O:23]C(=O)C)(=[O:22])[CH3:21], predict the reaction product. (2) Given the reactants Br[C:2]1[CH:11]=[C:10]2[C:5]([N:6]=[C:7]([C:12]3[CH:17]=[CH:16][C:15]([F:18])=[C:14]([F:19])[CH:13]=3)[CH:8]=[N:9]2)=[C:4]([C:20]([NH:22][CH2:23][C:24]([O:26]CC)=[O:25])=[O:21])[C:3]=1[OH:29].[C:30]([C:34]1[CH:39]=[CH:38][C:37](B(O)O)=[CH:36][CH:35]=1)([CH3:33])([CH3:32])[CH3:31].C(=O)([O-])[O-].[K+].[K+].[OH-].[Na+], predict the reaction product. The product is: [F:19][C:14]1[CH:13]=[C:12]([C:7]2[CH:8]=[N:9][C:10]3[C:5]([N:6]=2)=[C:4]([C:20]([NH:22][CH2:23][C:24]([OH:26])=[O:25])=[O:21])[C:3]([OH:29])=[C:2]([C:37]2[CH:38]=[CH:39][C:34]([C:30]([CH3:33])([CH3:32])[CH3:31])=[CH:35][CH:36]=2)[CH:11]=3)[CH:17]=[CH:16][C:15]=1[F:18]. (3) Given the reactants [O:1]([C:9]1[CH:14]=[CH:13][C:12]([CH:15](C(OCC2C=CC=CC=2)=O)[CH2:16][CH2:17][CH2:18][NH2:19])=[CH:11][CH:10]=1)[CH2:2][CH2:3][O:4][CH2:5][CH2:6][O:7][CH3:8], predict the reaction product. The product is: [O:1]([C:9]1[CH:10]=[CH:11][C:12]([CH2:15][CH2:16][CH2:17][CH2:18][NH2:19])=[CH:13][CH:14]=1)[CH2:2][CH2:3][O:4][CH2:5][CH2:6][O:7][CH3:8]. (4) Given the reactants [CH2:1]([CH:3]([CH2:34][CH3:35])[CH:4]([NH:16][C:17]1[CH:22]=[CH:21][C:20]([C:23]([N:25]([CH3:33])[CH2:26][CH2:27][C:28]([O:30]CC)=[O:29])=[O:24])=[CH:19][CH:18]=1)[C:5]1[O:6][C:7]2[CH:14]=[CH:13][C:12]([F:15])=[CH:11][C:8]=2[C:9]=1[CH3:10])[CH3:2].C(O)C.[OH-].[Na+], predict the reaction product. The product is: [CH2:34]([CH:3]([CH2:1][CH3:2])[CH:4]([NH:16][C:17]1[CH:22]=[CH:21][C:20]([C:23]([N:25]([CH3:33])[CH2:26][CH2:27][C:28]([OH:30])=[O:29])=[O:24])=[CH:19][CH:18]=1)[C:5]1[O:6][C:7]2[CH:14]=[CH:13][C:12]([F:15])=[CH:11][C:8]=2[C:9]=1[CH3:10])[CH3:35]. (5) Given the reactants [CH2:1]([N:3]=[C:4]=[O:5])[CH3:2].[CH2:6]([C:8]1[CH:13]=[C:12]([C:14]2[CH2:15][CH2:16][NH:17][CH2:18][CH:19]=2)[CH:11]=[CH:10][C:9]=1[N:20]([CH3:31])[C:21]1[N:26]=[CH:25][C:24]2[N:27]=[CH:28][N:29]([CH3:30])[C:23]=2[CH:22]=1)[CH3:7].C(N(CC)CC)C, predict the reaction product. The product is: [CH2:1]([NH:3][C:4]([N:17]1[CH2:16][CH2:15][C:14]([C:12]2[CH:11]=[CH:10][C:9]([N:20]([CH3:31])[C:21]3[N:26]=[CH:25][C:24]4[N:27]=[CH:28][N:29]([CH3:30])[C:23]=4[CH:22]=3)=[C:8]([CH2:6][CH3:7])[CH:13]=2)=[CH:19][CH2:18]1)=[O:5])[CH3:2]. (6) Given the reactants C(OC(=O)[NH:7][C@H:8]1[CH2:13][CH2:12][C@@H:11]([N:14]([CH2:39][CH3:40])[C:15]2[C:30]3[CH2:29][CH:28]=[CH:27][CH2:26][CH2:25][C:24]4[CH:31]=[C:32]([CH3:37])[N:33]=[C:34]([O:35]C)[C:23]=4[CH2:22][NH:21][C:20](=[O:38])[C:19]=3[CH:18]=[CH:17][CH:16]=2)[CH2:10][CH2:9]1)(C)(C)C.Cl, predict the reaction product. The product is: [NH2:7][C@@H:8]1[CH2:13][CH2:12][C@H:11]([N:14]([CH2:39][CH3:40])[C:15]2[C:30]3[CH2:29][CH:28]=[CH:27][CH2:26][CH2:25][C:24]4[CH2:31][CH:32]([CH3:37])[NH:33][C:34](=[O:35])[C:23]=4[CH2:22][NH:21][C:20](=[O:38])[C:19]=3[CH:18]=[CH:17][CH:16]=2)[CH2:10][CH2:9]1. (7) The product is: [CH2:25]([N:11]1[CH:12]=[C:13]2[C:14]([NH:15][C:16]3[CH:17]=[CH:18][CH:19]=[CH:20][C:21]=3[C:22]2=[O:23])=[C:10]1[C:8]1[CH:7]=[CH:6][C:5]2[O:1][CH2:2][CH2:32][C:4]=2[CH:9]=1)[C:26]1[CH:27]=[CH:28][CH:29]=[CH:30][CH:31]=1. Given the reactants [O:1]1[C:5]2[CH:6]=[CH:7][C:8]([CH:10]3[C:14]45O[C:13]4([C:22](=[O:23])[C:21]4[CH:20]=[CH:19][CH:18]=[CH:17][C:16]=4[NH:15]5)[CH2:12][N:11]3[CH2:25][C:26]3[CH:31]=[CH:30][CH:29]=[CH:28][CH:27]=3)=[CH:9][C:4]=2O[CH2:2]1.[CH2:32](Cl)Cl, predict the reaction product.